From a dataset of Peptide-MHC class I binding affinity with 185,985 pairs from IEDB/IMGT. Regression. Given a peptide amino acid sequence and an MHC pseudo amino acid sequence, predict their binding affinity value. This is MHC class I binding data. (1) The binding affinity (normalized) is 0.0847. The MHC is HLA-A02:19 with pseudo-sequence HLA-A02:19. The peptide sequence is SHDLAPQFL. (2) The peptide sequence is RQGKFIKNK. The MHC is HLA-A68:01 with pseudo-sequence HLA-A68:01. The binding affinity (normalized) is 0.437. (3) The peptide sequence is YMGEDGCWYG. The MHC is HLA-A02:17 with pseudo-sequence HLA-A02:17. The binding affinity (normalized) is 0.195. (4) The peptide sequence is IKGLNPTAI. The binding affinity (normalized) is 0.355. The MHC is H-2-Db with pseudo-sequence H-2-Db.